Dataset: Forward reaction prediction with 1.9M reactions from USPTO patents (1976-2016). Task: Predict the product of the given reaction. (1) Given the reactants Cl.N[C@H]1CCN([C@H](C(N2CCOCC2)=O)C(C)C)C1=O.[CH3:21][O:22][C@H:23]([CH3:47])[C@H:24]([N:33]1[CH2:37][CH2:36][C@H:35]([NH:38]C(=O)OC(C)(C)C)[C:34]1=[O:46])[C:25]([N:27]1[CH2:32][CH2:31][O:30][CH2:29][CH2:28]1)=[O:26], predict the reaction product. The product is: [NH2:38][C@H:35]1[CH2:36][CH2:37][N:33]([C@H:24]([C:25]([N:27]2[CH2:28][CH2:29][O:30][CH2:31][CH2:32]2)=[O:26])[C@H:23]([O:22][CH3:21])[CH3:47])[C:34]1=[O:46]. (2) Given the reactants [NH2:1][C:2]1[CH:7]=[CH:6][C:5]([C:8]([N:10]2[CH2:15][CH2:14][N:13]([CH3:16])[CH2:12][CH2:11]2)=[O:9])=[CH:4][CH:3]=1.[Br:17][C:18]1[CH:23]=[CH:22][C:21]([N:24]=[C:25]=[O:26])=[CH:20][CH:19]=1, predict the reaction product. The product is: [Br:17][C:18]1[CH:23]=[CH:22][C:21]([NH:24][C:25]([NH:1][C:2]2[CH:3]=[CH:4][C:5]([C:8]([N:10]3[CH2:11][CH2:12][N:13]([CH3:16])[CH2:14][CH2:15]3)=[O:9])=[CH:6][CH:7]=2)=[O:26])=[CH:20][CH:19]=1. (3) Given the reactants [C:1]1([OH:7])[CH:6]=[CH:5][CH:4]=[CH:3][CH:2]=1.[OH-].[Na+].Cl.Cl[CH2:12][CH2:13][CH2:14][N:15]([CH2:20][CH2:21][CH2:22][CH3:23])[CH2:16][CH2:17][CH2:18][CH3:19], predict the reaction product. The product is: [CH2:20]([N:15]([CH2:16][CH2:17][CH2:18][CH3:19])[CH2:14][CH2:13][CH2:12][O:7][C:1]1[CH:6]=[CH:5][CH:4]=[CH:3][CH:2]=1)[CH2:21][CH2:22][CH3:23]. (4) The product is: [NH2:1][C:2]1[C:11]([O:16][CH3:15])=[N:10][C:9]2[C:4](=[CH:5][C:6]([F:14])=[C:7]([F:13])[CH:8]=2)[N:3]=1. Given the reactants [NH2:1][C:2]1[C:11](Cl)=[N:10][C:9]2[C:4](=[CH:5][C:6]([F:14])=[C:7]([F:13])[CH:8]=2)[N:3]=1.[CH3:15][O-:16].[Na+], predict the reaction product. (5) Given the reactants [Br:1][C:2]1[CH:3]=[CH:4][C:5]2[O:11][CH2:10][CH2:9][N:8]([C:12](Cl)=[O:13])[CH2:7][C:6]=2[CH:15]=1.[F:16][C:17]([F:32])([F:31])[C:18]1[CH:19]=[C:20]([C:24]2([OH:30])[CH2:29][CH2:28][NH:27][CH2:26][CH2:25]2)[CH:21]=[CH:22][CH:23]=1.C(N(C(C)C)CC)(C)C, predict the reaction product. The product is: [Br:1][C:2]1[CH:3]=[CH:4][C:5]2[O:11][CH2:10][CH2:9][N:8]([C:12]([N:27]3[CH2:26][CH2:25][C:24]([C:20]4[CH:21]=[CH:22][CH:23]=[C:18]([C:17]([F:16])([F:31])[F:32])[CH:19]=4)([OH:30])[CH2:29][CH2:28]3)=[O:13])[CH2:7][C:6]=2[CH:15]=1. (6) Given the reactants [CH2:1]([O:9][C:10]1[N:15]=[C:14]([C:16]([O:18]C)=O)[CH:13]=[CH:12][CH:11]=1)[CH2:2][C:3]1[CH:8]=[CH:7][CH:6]=[CH:5][CH:4]=1.[CH3:20][C:21]#[N:22], predict the reaction product. The product is: [O:18]=[C:16]([C:14]1[CH:13]=[CH:12][CH:11]=[C:10]([O:9][CH2:1][CH2:2][C:3]2[CH:4]=[CH:5][CH:6]=[CH:7][CH:8]=2)[N:15]=1)[CH2:20][C:21]#[N:22]. (7) Given the reactants I[C:2]1[CH:7]=[CH:6][C:5]([CH2:8][CH:9]([NH:11][C:12]([C:14]2[S:18][CH:17]=[N:16][CH:15]=2)=[O:13])[CH3:10])=[CH:4][CH:3]=1.C(NC(C)C)(C)C.[CH:26]1([O:30][C:31]2[N:36]=[CH:35][C:34]([C:37]#[CH:38])=[CH:33][N:32]=2)[CH2:29][CH2:28][CH2:27]1, predict the reaction product. The product is: [CH:26]1([O:30][C:31]2[N:32]=[CH:33][C:34]([C:37]#[C:38][C:2]3[CH:7]=[CH:6][C:5]([CH2:8][CH:9]([NH:11][C:12]([C:14]4[S:18][CH:17]=[N:16][CH:15]=4)=[O:13])[CH3:10])=[CH:4][CH:3]=3)=[CH:35][N:36]=2)[CH2:27][CH2:28][CH2:29]1. (8) Given the reactants [C:1]([C:3]1[N:7]=[CH:6][N:5]([C@@H:8]2[O:20][C@H:19]([CH2:21][O:22]C(=O)C)[C@@H:14]([O:15]C(=O)C)[C@H:9]2[O:10]C(=O)C)[N:4]=1)#[N:2].[NH4+:26].[Cl-:27], predict the reaction product. The product is: [ClH:27].[C@@H:8]1([N:5]2[CH:6]=[N:7][C:3]([C:1]([NH2:2])=[NH:26])=[N:4]2)[O:20][C@H:19]([CH2:21][OH:22])[C@@H:14]([OH:15])[C@H:9]1[OH:10].